The task is: Regression. Given a peptide amino acid sequence and an MHC pseudo amino acid sequence, predict their binding affinity value. This is MHC class I binding data.. This data is from Peptide-MHC class I binding affinity with 185,985 pairs from IEDB/IMGT. (1) The peptide sequence is LVESVAGSC. The MHC is HLA-A68:02 with pseudo-sequence HLA-A68:02. The binding affinity (normalized) is 0. (2) The peptide sequence is KRWIIMGLNK. The MHC is HLA-B57:01 with pseudo-sequence HLA-B57:01. The binding affinity (normalized) is 0.0603.